Task: Predict which catalyst facilitates the given reaction.. Dataset: Catalyst prediction with 721,799 reactions and 888 catalyst types from USPTO (1) Reactant: [Cl:1][C:2]1[CH:18]=[CH:17][C:16]([CH:19]=[C:20]2[CH2:25][CH2:24][NH:23][CH2:22][CH2:21]2)=[CH:15][C:3]=1[O:4][C:5]1[CH:10]=[CH:9][C:8]([C:11]([F:14])([F:13])[F:12])=[CH:7][N:6]=1.[N:26]1[CH:31]=[CH:30][CH:29]=[C:28]([NH:32][C:33](=O)[O:34]C2C=CC=CC=2)[CH:27]=1.C(N(CC)CC)C. Product: [Cl:1][C:2]1[CH:18]=[CH:17][C:16]([CH:19]=[C:20]2[CH2:21][CH2:22][N:23]([C:33]([NH:32][C:28]3[CH:27]=[N:26][CH:31]=[CH:30][CH:29]=3)=[O:34])[CH2:24][CH2:25]2)=[CH:15][C:3]=1[O:4][C:5]1[CH:10]=[CH:9][C:8]([C:11]([F:14])([F:13])[F:12])=[CH:7][N:6]=1. The catalyst class is: 58. (2) Reactant: [NH2:1][C:2]([C:6]1[CH:11]=[CH:10][CH:9]=[C:8]([N:12]2[CH2:17][CH2:16][O:15][CH2:14][CH2:13]2)[N:7]=1)=[CH:3][C:4]#[N:5].[NH2:18][C:19](N)=[S:20].[O-]CC.[Na+].P([O-])(O)(O)=O.[Na+]. Product: [NH2:5][C:4]1[CH:3]=[C:2]([C:6]2[CH:11]=[CH:10][CH:9]=[C:8]([N:12]3[CH2:13][CH2:14][O:15][CH2:16][CH2:17]3)[N:7]=2)[NH:1][C:19](=[S:20])[N:18]=1. The catalyst class is: 8. (3) Reactant: [C:1]([O:5][C:6](=[O:23])[NH:7][C:8]1[C:9]([CH3:22])=[C:10]([Br:21])[C:11]2[O:15][C:14]([CH3:17])([CH3:16])[C:13](=[O:18])[C:12]=2[C:19]=1[CH3:20])([CH3:4])([CH3:3])[CH3:2]. Product: [C:1]([O:5][C:6](=[O:23])[NH:7][C:8]1[C:9]([CH3:22])=[C:10]([Br:21])[C:11]2[O:15][C:14]([CH3:16])([CH3:17])[CH:13]([OH:18])[C:12]=2[C:19]=1[CH3:20])([CH3:3])([CH3:2])[CH3:4]. The catalyst class is: 175. (4) Reactant: [C:1]([O:5][C:6](=[O:18])[NH:7][C:8]([C:11]1[CH:16]=[CH:15][CH:14]=[C:13](Br)[N:12]=1)([CH3:10])[CH3:9])([CH3:4])([CH3:3])[CH3:2].[CH:19]1(B(O)O)[CH2:21][CH2:20]1.P([O-])([O-])([O-])=O.[K+].[K+].[K+].C1(P(C2CCCCC2)C2CCCCC2)CCCCC1. Product: [C:1]([O:5][C:6](=[O:18])[NH:7][C:8]([C:11]1[CH:16]=[CH:15][CH:14]=[C:13]([CH:19]2[CH2:21][CH2:20]2)[N:12]=1)([CH3:10])[CH3:9])([CH3:4])([CH3:3])[CH3:2]. The catalyst class is: 706. (5) Reactant: [F:1][C:2]1[C:7]([F:8])=[CH:6][CH:5]=[CH:4][C:3]=1[C@:9]12[CH2:17][O:16][C@H:15]([CH2:18][F:19])[C@H:14]1[CH2:13][S:12][C:11]([NH2:20])=[N:10]2.S(=O)(=O)(O)O.[N+:26]([O-])([OH:28])=[O:27].[OH-].[Na+]. Product: [F:1][C:2]1[C:7]([F:8])=[CH:6][C:5]([N+:26]([O-:28])=[O:27])=[CH:4][C:3]=1[C@:9]12[CH2:17][O:16][C@H:15]([CH2:18][F:19])[C@H:14]1[CH2:13][S:12][C:11]([NH2:20])=[N:10]2. The catalyst class is: 55.